From a dataset of Reaction yield outcomes from USPTO patents with 853,638 reactions. Predict the reaction yield, written as a fraction of the theoretical maximum amount of product (1.0 means a 100% yield; for example, 0.34 means a 34% yield). (1) The reactants are Cl.O1[C:6]2([CH2:11][CH2:10][CH:9]([NH:12][C:13]3[N:18]=[C:17]([N:19]4[C:27]5[C:22](=[CH:23][CH:24]=[CH:25][CH:26]=5)[CH:21]=[N:20]4)[CH:16]=[CH:15][N:14]=3)[CH2:8][CH2:7]2)[O:5]CC1.[OH-].[Na+]. The catalyst is C1COCC1. The product is [N:19]1([C:17]2[CH:16]=[CH:15][N:14]=[C:13]([NH:12][CH:9]3[CH2:8][CH2:7][C:6](=[O:5])[CH2:11][CH2:10]3)[N:18]=2)[C:27]2[C:22](=[CH:23][CH:24]=[CH:25][CH:26]=2)[CH:21]=[N:20]1. The yield is 0.950. (2) The reactants are [BH4-].[Na+].[Cl:3][C:4]1[CH:5]=[C:6](/[C:19](/[C:27]2[NH:32][C:31](=[O:33])[C:30]([C:34]([F:37])([F:36])[F:35])=[CH:29][CH:28]=2)=[CH:20]\[C@H:21]2[CH2:25][CH2:24][C:23](=[O:26])[CH2:22]2)[CH:7]=[CH:8][C:9]=1[O:10][CH2:11][CH2:12][CH2:13][N:14]([CH2:17][CH3:18])[CH2:15][CH3:16].O. The catalyst is CO.[Cl-].[Na+].O. The product is [Cl:3][C:4]1[CH:5]=[C:6](/[C:19](/[C:27]2[NH:32][C:31](=[O:33])[C:30]([C:34]([F:37])([F:35])[F:36])=[CH:29][CH:28]=2)=[CH:20]\[C@H:21]2[CH2:25][CH2:24][CH:23]([OH:26])[CH2:22]2)[CH:7]=[CH:8][C:9]=1[O:10][CH2:11][CH2:12][CH2:13][N:14]([CH2:15][CH3:16])[CH2:17][CH3:18]. The yield is 0.340.